From a dataset of NCI-60 drug combinations with 297,098 pairs across 59 cell lines. Regression. Given two drug SMILES strings and cell line genomic features, predict the synergy score measuring deviation from expected non-interaction effect. (1) Drug 1: CC1C(C(CC(O1)OC2CC(CC3=C2C(=C4C(=C3O)C(=O)C5=C(C4=O)C(=CC=C5)OC)O)(C(=O)CO)O)N)O.Cl. Drug 2: C1=NC2=C(N1)C(=S)N=C(N2)N. Cell line: COLO 205. Synergy scores: CSS=15.0, Synergy_ZIP=-8.92, Synergy_Bliss=0.555, Synergy_Loewe=-5.20, Synergy_HSA=-0.653. (2) Drug 1: C1CCN(CC1)CCOC2=CC=C(C=C2)C(=O)C3=C(SC4=C3C=CC(=C4)O)C5=CC=C(C=C5)O. Drug 2: CN1C(=O)N2C=NC(=C2N=N1)C(=O)N. Cell line: UO-31. Synergy scores: CSS=-0.640, Synergy_ZIP=-0.991, Synergy_Bliss=-0.770, Synergy_Loewe=-3.09, Synergy_HSA=-1.75. (3) Drug 1: CS(=O)(=O)OCCCCOS(=O)(=O)C. Drug 2: C1C(C(OC1N2C=NC(=NC2=O)N)CO)O. Cell line: HOP-92. Synergy scores: CSS=1.57, Synergy_ZIP=1.93, Synergy_Bliss=4.40, Synergy_Loewe=-7.48, Synergy_HSA=-2.72. (4) Drug 1: C1CC(=O)NC(=O)C1N2CC3=C(C2=O)C=CC=C3N. Drug 2: C(CC(=O)O)C(=O)CN.Cl. Cell line: K-562. Synergy scores: CSS=-0.0750, Synergy_ZIP=-0.356, Synergy_Bliss=-1.97, Synergy_Loewe=1.21, Synergy_HSA=0.138. (5) Synergy scores: CSS=32.6, Synergy_ZIP=-4.13, Synergy_Bliss=-2.07, Synergy_Loewe=-13.8, Synergy_HSA=-2.37. Cell line: SW-620. Drug 1: CC1C(C(CC(O1)OC2CC(OC(C2O)C)OC3=CC4=CC5=C(C(=O)C(C(C5)C(C(=O)C(C(C)O)O)OC)OC6CC(C(C(O6)C)O)OC7CC(C(C(O7)C)O)OC8CC(C(C(O8)C)O)(C)O)C(=C4C(=C3C)O)O)O)O. Drug 2: CCN(CC)CCCC(C)NC1=C2C=C(C=CC2=NC3=C1C=CC(=C3)Cl)OC. (6) Drug 1: CN1C2=C(C=C(C=C2)N(CCCl)CCCl)N=C1CCCC(=O)O.Cl. Drug 2: C1CCC(C(C1)N)N.C(=O)(C(=O)[O-])[O-].[Pt+4]. Cell line: NCI-H460. Synergy scores: CSS=38.1, Synergy_ZIP=-0.674, Synergy_Bliss=0.619, Synergy_Loewe=-27.2, Synergy_HSA=0.854. (7) Drug 1: CC1=C(C=C(C=C1)NC2=NC=CC(=N2)N(C)C3=CC4=NN(C(=C4C=C3)C)C)S(=O)(=O)N.Cl. Drug 2: COC1=C(C=C2C(=C1)N=CN=C2NC3=CC(=C(C=C3)F)Cl)OCCCN4CCOCC4. Cell line: NCI/ADR-RES. Synergy scores: CSS=27.0, Synergy_ZIP=-4.04, Synergy_Bliss=4.58, Synergy_Loewe=-3.53, Synergy_HSA=3.47. (8) Drug 1: C1CCC(C1)C(CC#N)N2C=C(C=N2)C3=C4C=CNC4=NC=N3. Drug 2: CC1C(C(CC(O1)OC2CC(CC3=C2C(=C4C(=C3O)C(=O)C5=CC=CC=C5C4=O)O)(C(=O)C)O)N)O. Cell line: CAKI-1. Synergy scores: CSS=42.1, Synergy_ZIP=-4.52, Synergy_Bliss=-4.68, Synergy_Loewe=-19.2, Synergy_HSA=-0.553. (9) Drug 1: C1=CC=C(C=C1)NC(=O)CCCCCCC(=O)NO. Drug 2: CN(CC1=CN=C2C(=N1)C(=NC(=N2)N)N)C3=CC=C(C=C3)C(=O)NC(CCC(=O)O)C(=O)O. Cell line: CAKI-1. Synergy scores: CSS=35.7, Synergy_ZIP=-2.06, Synergy_Bliss=-4.50, Synergy_Loewe=-14.7, Synergy_HSA=-2.44.